Regression. Given two drug SMILES strings and cell line genomic features, predict the synergy score measuring deviation from expected non-interaction effect. From a dataset of NCI-60 drug combinations with 297,098 pairs across 59 cell lines. (1) Drug 2: CC12CCC3C(C1CCC2OP(=O)(O)O)CCC4=C3C=CC(=C4)OC(=O)N(CCCl)CCCl.[Na+]. Cell line: OVCAR-5. Drug 1: CCCS(=O)(=O)NC1=C(C(=C(C=C1)F)C(=O)C2=CNC3=C2C=C(C=N3)C4=CC=C(C=C4)Cl)F. Synergy scores: CSS=-2.25, Synergy_ZIP=-2.95, Synergy_Bliss=-7.71, Synergy_Loewe=-13.4, Synergy_HSA=-12.9. (2) Drug 1: C1=NC(=NC(=O)N1C2C(C(C(O2)CO)O)O)N. Drug 2: C1=CC=C(C=C1)NC(=O)CCCCCCC(=O)NO. Cell line: MDA-MB-231. Synergy scores: CSS=10.1, Synergy_ZIP=-5.32, Synergy_Bliss=1.38, Synergy_Loewe=-9.03, Synergy_HSA=-2.65. (3) Drug 2: CCC1(C2=C(COC1=O)C(=O)N3CC4=CC5=C(C=CC(=C5CN(C)C)O)N=C4C3=C2)O.Cl. Drug 1: C1CN1P(=S)(N2CC2)N3CC3. Synergy scores: CSS=49.2, Synergy_ZIP=-4.64, Synergy_Bliss=-3.08, Synergy_Loewe=-0.319, Synergy_HSA=1.56. Cell line: CAKI-1. (4) Drug 1: CN(CC1=CN=C2C(=N1)C(=NC(=N2)N)N)C3=CC=C(C=C3)C(=O)NC(CCC(=O)O)C(=O)O. Drug 2: C1CCC(C(C1)N)N.C(=O)(C(=O)[O-])[O-].[Pt+4]. Cell line: TK-10. Synergy scores: CSS=12.7, Synergy_ZIP=-6.97, Synergy_Bliss=-6.37, Synergy_Loewe=-12.6, Synergy_HSA=-5.19.